Dataset: Full USPTO retrosynthesis dataset with 1.9M reactions from patents (1976-2016). Task: Predict the reactants needed to synthesize the given product. (1) Given the product [CH3:29][O:28][CH:25]([O:26][CH3:27])[CH2:24][N:20]1[C:21]2[C:17](=[CH:16][C:15]([N:12]3[CH:13]=[CH:14][C:9]([OH:8])=[CH:10][C:11]3=[O:30])=[CH:23][CH:22]=2)[CH:18]=[N:19]1, predict the reactants needed to synthesize it. The reactants are: C([O:8][C:9]1[CH:14]=[CH:13][N:12]([C:15]2[CH:16]=[C:17]3[C:21](=[CH:22][CH:23]=2)[N:20]([CH2:24][CH:25]([O:28][CH3:29])[O:26][CH3:27])[N:19]=[CH:18]3)[C:11](=[O:30])[CH:10]=1)C1C=CC=CC=1.C([O-])=O.[NH4+]. (2) Given the product [F:1][C:2]1[CH:3]=[CH:4][C:5]([CH2:8][C:9](=[CH2:13])[CH:10]=[O:11])=[CH:6][CH:7]=1, predict the reactants needed to synthesize it. The reactants are: [F:1][C:2]1[CH:7]=[CH:6][C:5]([CH2:8][CH2:9][CH:10]=[O:11])=[CH:4][CH:3]=1.Cl.[CH2:13](NCC)C.C=O. (3) The reactants are: C(OC([N:8]1[CH2:14][CH2:13][CH2:12][N:11]([C:15]2[N:23]([CH2:24][CH:25]=[C:26]([CH3:28])[CH3:27])[C:22]3[C:21](=[O:29])[N:20]([CH2:30][C:31]4[C:40]5[C:35](=[CH:36][CH:37]=[CH:38][CH:39]=5)[CH:34]=[CH:33][N:32]=4)[C:19](=[O:41])[N:18]([CH3:42])[C:17]=3[C:16]=2[C:43]#[N:44])[CH2:10][CH2:9]1)=O)(C)(C)C.C(O)(C(F)(F)F)=O. Given the product [N:11]1([C:15]2[N:23]([CH2:24][CH:25]=[C:26]([CH3:27])[CH3:28])[C:22]3[C:21](=[O:29])[N:20]([CH2:30][C:31]4[C:40]5[C:35](=[CH:36][CH:37]=[CH:38][CH:39]=5)[CH:34]=[CH:33][N:32]=4)[C:19](=[O:41])[N:18]([CH3:42])[C:17]=3[C:16]=2[C:43]#[N:44])[CH2:12][CH2:13][CH2:14][NH:8][CH2:9][CH2:10]1, predict the reactants needed to synthesize it. (4) Given the product [OH:3][C:2]([C:4]([F:7])([F:6])[F:5])=[O:1].[Cl:38][C:35]1[CH:34]=[CH:33][C:32]([CH2:31][C@H:9]([NH:8][CH2:44][C:42]2[N:41]=[CH:40][S:39][CH:43]=2)[C:10]([NH:12][C:13]2[CH:14]=[C:15]([C:25]([CH3:29])([CH3:30])[C:26]([OH:28])=[O:27])[CH:16]=[C:17]([C:19]3[CH:20]=[CH:21][N:22]=[CH:23][CH:24]=3)[CH:18]=2)=[O:11])=[CH:37][CH:36]=1, predict the reactants needed to synthesize it. The reactants are: [OH:1][C:2]([C:4]([F:7])([F:6])[F:5])=[O:3].[NH2:8][C@@H:9]([CH2:31][C:32]1[CH:37]=[CH:36][C:35]([Cl:38])=[CH:34][CH:33]=1)[C:10]([NH:12][C:13]1[CH:14]=[C:15]([C:25]([CH3:30])([CH3:29])[C:26]([OH:28])=[O:27])[CH:16]=[C:17]([C:19]2[CH:24]=[CH:23][N:22]=[CH:21][CH:20]=2)[CH:18]=1)=[O:11].[S:39]1[CH:43]=[C:42]([CH:44]=O)[N:41]=[CH:40]1.C(O[BH-](OC(=O)C)OC(=O)C)(=O)C.[Na+].CCN(C(C)C)C(C)C.[B-]C#N.[Na+].